Dataset: Peptide-MHC class I binding affinity with 185,985 pairs from IEDB/IMGT. Task: Regression. Given a peptide amino acid sequence and an MHC pseudo amino acid sequence, predict their binding affinity value. This is MHC class I binding data. (1) The binding affinity (normalized) is 0.0659. The peptide sequence is GPKVKQWPL. The MHC is HLA-A02:02 with pseudo-sequence HLA-A02:02. (2) The peptide sequence is IQYWQVPL. The MHC is H-2-Kb with pseudo-sequence H-2-Kb. The binding affinity (normalized) is 0.647.